This data is from Forward reaction prediction with 1.9M reactions from USPTO patents (1976-2016). The task is: Predict the product of the given reaction. (1) Given the reactants [F:1][C:2]1[CH:23]=[CH:22][C:5]([CH2:6][NH:7][C:8]([C:10]2[S:18][C:17]3[N:12]([C:13](=[O:21])[NH:14][C:15](=[O:20])[C:16]=3[CH3:19])[CH:11]=2)=[O:9])=[CH:4][CH:3]=1.C(=O)([O-])[O-].[Cs+].[Cs+].[CH3:30][O:31][C:32]([C:34]1[C:39]([O:40][CH3:41])=[CH:38][N:37]=[C:36]([CH2:42]Cl)[N:35]=1)=[O:33], predict the reaction product. The product is: [CH3:30][O:31][C:32]([C:34]1[C:39]([O:40][CH3:41])=[CH:38][N:37]=[C:36]([CH2:42][N:14]2[C:15](=[O:20])[C:16]([CH3:19])=[C:17]3[S:18][C:10]([C:8](=[O:9])[NH:7][CH2:6][C:5]4[CH:4]=[CH:3][C:2]([F:1])=[CH:23][CH:22]=4)=[CH:11][N:12]3[C:13]2=[O:21])[N:35]=1)=[O:33]. (2) Given the reactants Br[C:2]1[S:3][C:4]2[CH:10]=[C:9]([CH:11]([N:17]3[CH:21]=[CH:20][N:19]=[CH:18]3)[CH:12]([CH2:15][CH3:16])[CH2:13][CH3:14])[CH:8]=[CH:7][C:5]=2[N:6]=1.[CH3:22][O:23][C:24]([C:26]1[CH:31]=[CH:30][C:29](B(O)O)=[CH:28][CH:27]=1)=[O:25].C(=O)([O-])[O-].[K+].[K+].N#N, predict the reaction product. The product is: [CH2:13]([CH:12]([CH2:15][CH3:16])[CH:11]([C:9]1[CH:8]=[CH:7][C:5]2[N:6]=[CH:2][SH:3]([C:29]3[CH:30]=[CH:31][C:26]([C:24]([O:23][CH3:22])=[O:25])=[CH:27][CH:28]=3)[C:4]=2[CH:10]=1)[N:17]1[CH:21]=[CH:20][N:19]=[CH:18]1)[CH3:14]. (3) Given the reactants [Cl:1][C:2]1[C:3]([O:28][CH2:29][CH2:30][CH2:31][O:32][CH3:33])=[CH:4][C:5]2[CH2:14][CH:13]([C:15]([CH3:20])([CH3:19])[CH2:16][O:17][CH3:18])[N:12]3[C:7](=[CH:8][C:9](=[O:26])[C:10]([C:21]([O:23]CC)=[O:22])=[CH:11]3)[C:6]=2[CH:27]=1.[Li+].[OH-].Cl, predict the reaction product. The product is: [Cl:1][C:2]1[C:3]([O:28][CH2:29][CH2:30][CH2:31][O:32][CH3:33])=[CH:4][C:5]2[CH2:14][CH:13]([C:15]([CH3:20])([CH3:19])[CH2:16][O:17][CH3:18])[N:12]3[C:7](=[CH:8][C:9](=[O:26])[C:10]([C:21]([OH:23])=[O:22])=[CH:11]3)[C:6]=2[CH:27]=1.